This data is from Forward reaction prediction with 1.9M reactions from USPTO patents (1976-2016). The task is: Predict the product of the given reaction. (1) The product is: [O:34]1[C:33]2[CH:32]=[CH:31][C:30]([NH:35][C:36]([NH:1][C:2]3[C:15]4[C:6](=[CH:7][C:8]5[C:9]6[C:14]=4[C:13](=[O:16])[N:12]([CH2:17][CH2:18][N:19]([CH3:20])[CH3:21])[C:11](=[O:22])[C:10]=6[CH:23]=[CH:24][CH:25]=5)[CH:5]=[CH:4][CH:3]=3)=[O:37])=[CH:29][C:28]=2[O:27][CH2:26]1. Given the reactants [NH2:1][C:2]1[C:15]2[C:6](=[CH:7][C:8]3[C:9]4[C:14]=2[C:13](=[O:16])[N:12]([CH2:17][CH2:18][N:19]([CH3:21])[CH3:20])[C:11](=[O:22])[C:10]=4[CH:23]=[CH:24][CH:25]=3)[CH:5]=[CH:4][CH:3]=1.[CH2:26]1[O:34][C:33]2[CH:32]=[CH:31][C:30]([N:35]=[C:36]=[O:37])=[CH:29][C:28]=2[O:27]1.C(Cl)Cl.CO, predict the reaction product. (2) Given the reactants [O:1]1[CH:5]=[CH:4][CH:3]=[C:2]1[C:6](Cl)=[O:7].[CH3:9][N:10]1[C:19]2[C:14](=[CH:15][C:16]([CH3:20])=[CH:17][CH:18]=2)[C:13]([N:21]2[CH2:26][CH2:25][NH:24][CH2:23][CH2:22]2)=[C:12]([C:27]#[N:28])[C:11]1=[O:29], predict the reaction product. The product is: [O:1]1[CH:5]=[CH:4][CH:3]=[C:2]1[C:6]([N:24]1[CH2:25][CH2:26][N:21]([C:13]2[C:14]3[C:19](=[CH:18][CH:17]=[C:16]([CH3:20])[CH:15]=3)[N:10]([CH3:9])[C:11](=[O:29])[C:12]=2[C:27]#[N:28])[CH2:22][CH2:23]1)=[O:7]. (3) Given the reactants C(N[C:5](=[CH2:10])[C:6](OC)=O)(=O)C.Cl.Cl.[NH:13]([C:15]1[CH:16]=[N:17][CH:18]=[CH:19][CH:20]=1)[NH2:14].[O-]CC.[Na+].P(Cl)(Cl)([Cl:27])=O, predict the reaction product. The product is: [Cl:27][C:6]1[CH:5]=[CH:10][N:13]([C:15]2[CH:16]=[N:17][CH:18]=[CH:19][CH:20]=2)[N:14]=1. (4) Given the reactants Cl.[Cl:2][C:3]1[CH:34]=[CH:33][C:6]([C:7]([N:9]([C@@H:11]2[CH2:16][CH2:15][N:14]([C:17]([CH:19]3[CH2:24][CH2:23][CH2:22][NH:21][CH2:20]3)=[O:18])[CH2:13][C@H:12]2[C:25]2[CH:30]=[CH:29][C:28]([Cl:31])=[C:27]([Cl:32])[CH:26]=2)[CH3:10])=[O:8])=[CH:5][CH:4]=1.[C:35](Cl)(=[O:42])[C:36]1[CH:41]=[CH:40][CH:39]=[CH:38][CH:37]=1, predict the reaction product. The product is: [Cl:2][C:3]1[CH:4]=[CH:5][C:6]([C:7]([N:9]([C@@H:11]2[CH2:16][CH2:15][N:14]([C:17]([CH:19]3[CH2:24][CH2:23][CH2:22][N:21]([C:35]([C:36]4[CH:41]=[CH:40][CH:39]=[CH:38][CH:37]=4)=[O:42])[CH2:20]3)=[O:18])[CH2:13][C@H:12]2[C:25]2[CH:30]=[CH:29][C:28]([Cl:31])=[C:27]([Cl:32])[CH:26]=2)[CH3:10])=[O:8])=[CH:33][CH:34]=1. (5) Given the reactants [N+](=[CH2:3])=[N-].[F:4][C:5]1[CH:10]=[CH:9][C:8]([CH:11]2[CH2:17][CH:16]3[N:18]([CH3:19])[CH:13]([CH2:14][CH2:15]3)[CH:12]2[CH:20]=[N:21][OH:22])=[CH:7][CH:6]=1.C(OCC)(=O)C, predict the reaction product. The product is: [CH3:3][O:22][N:21]=[CH:20][CH:12]1[CH:11]([C:8]2[CH:7]=[CH:6][C:5]([F:4])=[CH:10][CH:9]=2)[CH2:17][CH:16]2[N:18]([CH3:19])[CH:13]1[CH2:14][CH2:15]2. (6) Given the reactants [Br:1][C:2]1[CH:7]=[CH:6][C:5]([C:8]2[O:9][C:10]3[CH:16]=[C:15]([N+:17]([O-])=O)[CH:14]=[CH:13][C:11]=3[CH:12]=2)=[CH:4][CH:3]=1.[Sn](Cl)Cl.[OH-].[Na+], predict the reaction product. The product is: [Br:1][C:2]1[CH:7]=[CH:6][C:5]([C:8]2[O:9][C:10]3[CH:16]=[C:15]([NH2:17])[CH:14]=[CH:13][C:11]=3[CH:12]=2)=[CH:4][CH:3]=1. (7) Given the reactants Cl.[CH:2]([N:5]1[C:13]2[C:8](=[CH:9][C:10]([O:14][CH:15]3[CH2:20][CH2:19][N:18]([CH:21]([CH3:23])[CH3:22])[CH2:17][CH2:16]3)=[CH:11][CH:12]=2)[CH:7]=[C:6]1[C:24]([N:26]1[CH2:31][CH2:30][NH:29][CH2:28][CH2:27]1)=[O:25])([CH3:4])[CH3:3].[CH3:32][S:33](Cl)(=[O:35])=[O:34], predict the reaction product. The product is: [CH:2]([N:5]1[C:13]2[C:8](=[CH:9][C:10]([O:14][CH:15]3[CH2:20][CH2:19][N:18]([CH:21]([CH3:23])[CH3:22])[CH2:17][CH2:16]3)=[CH:11][CH:12]=2)[CH:7]=[C:6]1[C:24]([N:26]1[CH2:27][CH2:28][N:29]([S:33]([CH3:32])(=[O:35])=[O:34])[CH2:30][CH2:31]1)=[O:25])([CH3:3])[CH3:4]. (8) Given the reactants [CH2:1]([N:3]1[C:7]([C:8]([N:10]2[CH2:15][CH2:14][CH:13]([N:16]3[CH2:20][CH2:19][CH2:18][CH2:17]3)[CH2:12][CH2:11]2)=[O:9])=[C:6](I)[N:5]=[C:4]1[C:22]1[CH:27]=[CH:26][CH:25]=[C:24]([C:28]([F:31])([F:30])[F:29])[CH:23]=1)[CH3:2].[N:32]1[CH:37]=[C:36](B(O)O)[CH:35]=[N:34][CH:33]=1, predict the reaction product. The product is: [CH2:1]([N:3]1[C:7]([C:8]([N:10]2[CH2:15][CH2:14][CH:13]([N:16]3[CH2:20][CH2:19][CH2:18][CH2:17]3)[CH2:12][CH2:11]2)=[O:9])=[C:6]([C:36]2[CH:37]=[N:32][CH:33]=[N:34][CH:35]=2)[N:5]=[C:4]1[C:22]1[CH:27]=[CH:26][CH:25]=[C:24]([C:28]([F:31])([F:30])[F:29])[CH:23]=1)[CH3:2].